Dataset: Full USPTO retrosynthesis dataset with 1.9M reactions from patents (1976-2016). Task: Predict the reactants needed to synthesize the given product. (1) Given the product [Cl:35][C:12]1[C:13]2[C:18](=[CH:17][C:16]([S:19]([NH:22][C:23]3[CH:24]=[C:25]([CH:30]=[CH:31][C:32]=3[O:33][CH3:34])[C:26]([O:28][CH3:29])=[O:27])(=[O:21])=[O:20])=[CH:15][CH:14]=2)[C:9]([NH:4][C:3]([NH2:5])=[NH:2])=[N:10][CH:11]=1, predict the reactants needed to synthesize it. The reactants are: Cl.[NH2:2][C:3]([NH2:5])=[NH:4].[H-].[Na+].Cl[C:9]1[C:18]2[C:13](=[CH:14][CH:15]=[C:16]([S:19]([NH:22][C:23]3[CH:24]=[C:25]([CH:30]=[CH:31][C:32]=3[O:33][CH3:34])[C:26]([O:28][CH3:29])=[O:27])(=[O:21])=[O:20])[CH:17]=2)[C:12]([Cl:35])=[CH:11][N:10]=1. (2) Given the product [CH3:15][O:16][C:17](=[O:20])[CH2:18][N:12]1[CH2:13][CH2:14][CH:9]([C:5]2[CH:6]=[CH:7][CH:8]=[C:3]([O:2][CH3:1])[CH:4]=2)[CH2:10][CH2:11]1, predict the reactants needed to synthesize it. The reactants are: [CH3:1][O:2][C:3]1[CH:4]=[C:5]([CH:9]2[CH2:14][CH2:13][NH:12][CH2:11][CH2:10]2)[CH:6]=[CH:7][CH:8]=1.[CH3:15][O:16][C:17](=[O:20])[CH2:18]Br.C(N(C(C)C)CC)(C)C. (3) Given the product [CH3:14][O:13][C:8]1[CH:9]=[CH:10][CH:11]=[CH:12][C:7]=1[C:5]1[O:6][N:19]=[C:3]([C:2]([F:17])([F:16])[F:1])[CH:4]=1, predict the reactants needed to synthesize it. The reactants are: [F:1][C:2]([F:17])([F:16])[C:3](=O)[CH2:4][C:5]([C:7]1[CH:12]=[CH:11][CH:10]=[CH:9][C:8]=1[O:13][CH3:14])=[O:6].Cl.[NH2:19]O. (4) Given the product [O:4]1[CH2:9][CH2:8][O:7][C:6]2[CH:10]=[C:11]([C:14](=[O:24])[CH:15]([CH2:2][CH3:3])[C:16]([C:18]3[CH:19]=[CH:20][CH:21]=[CH:22][CH:23]=3)=[O:17])[CH:12]=[CH:13][C:5]1=2, predict the reactants needed to synthesize it. The reactants are: Br[CH2:2][CH3:3].[O:4]1[CH2:9][CH2:8][O:7][C:6]2[CH:10]=[C:11]([C:14](=[O:24])[CH2:15][C:16]([C:18]3[CH:23]=[CH:22][CH:21]=[CH:20][CH:19]=3)=[O:17])[CH:12]=[CH:13][C:5]1=2.C([O-])([O-])=O.[K+].[K+].O. (5) Given the product [N+:1]([C:4]1[CH:5]=[CH:6][C:7]2[O:12][C@@:11]([CH3:18])([CH:13]([O:16][CH3:17])[O:14][CH3:15])[C@H:10]([OH:19])[C@@H:9]([N:30]([C:25]3[CH:26]=[CH:27][CH:28]=[CH:29][C:24]=3[CH:21]([CH3:23])[CH3:22])[CH2:31][C:32]3[NH:36][CH:35]=[CH:34][N:33]=3)[C:8]=2[CH:20]=1)([O-:3])=[O:2], predict the reactants needed to synthesize it. The reactants are: [N+:1]([C:4]1[CH:5]=[CH:6][C:7]2[O:12][C@@:11]([CH3:18])([CH:13]([O:16][CH3:17])[O:14][CH3:15])[C@@H:10]3[O:19][C@@H:9]3[C:8]=2[CH:20]=1)([O-:3])=[O:2].[CH:21]([C:24]1[CH:29]=[CH:28][CH:27]=[CH:26][C:25]=1[NH:30][CH2:31][C:32]1[NH:33][CH:34]=[CH:35][N:36]=1)([CH3:23])[CH3:22]. (6) Given the product [Br:11][C:12]1[CH:13]=[N:14][CH:15]=[C:16]([CH2:18][N:7]2[CH:8]=[CH:9][N:10]=[C:6]2[CH:3]([CH3:5])[CH3:4])[CH:17]=1, predict the reactants needed to synthesize it. The reactants are: [H-].[Na+].[CH:3]([C:6]1[NH:7][CH:8]=[CH:9][N:10]=1)([CH3:5])[CH3:4].[Br:11][C:12]1[CH:13]=[N:14][CH:15]=[C:16]([CH2:18]Cl)[CH:17]=1.